This data is from HIV replication inhibition screening data with 41,000+ compounds from the AIDS Antiviral Screen. The task is: Binary Classification. Given a drug SMILES string, predict its activity (active/inactive) in a high-throughput screening assay against a specified biological target. (1) The compound is COC(=O)C(Cc1ccccc1)NP(=O)(O)OCC1OC(n2cc(F)c(=O)[nH]c2=O)CC1O. The result is 0 (inactive). (2) The molecule is CC1CC(N)=C(C#N)C1(C#N)C#N. The result is 0 (inactive). (3) The drug is Nc1ccccc1C(=O)C=Cc1ccccc1O. The result is 0 (inactive). (4) The drug is N#CC(=Cc1ccc(O)c(O)c1)C(=O)NCCCNC(=O)C(C#N)=Cc1ccc(O)c(O)c1. The result is 0 (inactive). (5) The molecule is CCOC1OC(=O)C2C(c3ccc(F)cc3)=NOC12. The result is 0 (inactive). (6) The result is 0 (inactive). The molecule is CC1=CC(=O)N2C(OCC2C(C)C)O1. (7) The drug is CCCCCCOc1ccc(C(=O)NOCc2ccccc2)cc1. The result is 0 (inactive).